From a dataset of Full USPTO retrosynthesis dataset with 1.9M reactions from patents (1976-2016). Predict the reactants needed to synthesize the given product. (1) Given the product [OH:12][C@@H:11]1[C:10]2[CH:9]=[CH:8][N:7]3[CH:13]=[C:14]([CH3:16])[N:15]=[C:6]3[C:5]=2[NH:4][C@H:3]([C:17]2[CH:22]=[CH:21][CH:20]=[CH:19][CH:18]=2)[C@H:2]1[OH:1], predict the reactants needed to synthesize it. The reactants are: [OH:1][C@H:2]1[C:11](=[O:12])[C:10]2[CH:9]=[CH:8][N:7]3[CH:13]=[C:14]([CH3:16])[N:15]=[C:6]3[C:5]=2[NH:4][C@@H:3]1[C:17]1[CH:22]=[CH:21][CH:20]=[CH:19][CH:18]=1.[BH4-].[Na+].O. (2) Given the product [Cl:23][C:5]1[CH:4]=[CH:3][C:2]([NH:1][CH2:30][C:31]2[CH:36]=[CH:35][CH:34]=[CH:33][CH:32]=2)=[CH:7][C:6]=1[C:8]([NH:10][C:11]1[CH:16]=[CH:15][C:14]([CH2:17][C:18]([O:20][CH2:21][CH3:22])=[O:19])=[CH:13][CH:12]=1)=[O:9], predict the reactants needed to synthesize it. The reactants are: [NH2:1][C:2]1[CH:3]=[CH:4][C:5]([Cl:23])=[C:6]([C:8]([NH:10][C:11]2[CH:16]=[CH:15][C:14]([CH2:17][C:18]([O:20][CH2:21][CH3:22])=[O:19])=[CH:13][CH:12]=2)=[O:9])[CH:7]=1.C(=O)([O-])[O-].[K+].[K+].[CH2:30](Br)[C:31]1[CH:36]=[CH:35][CH:34]=[CH:33][CH:32]=1.